Dataset: Catalyst prediction with 721,799 reactions and 888 catalyst types from USPTO. Task: Predict which catalyst facilitates the given reaction. (1) Reactant: OS(O)(=O)=O.[OH:6][C:7]1[CH:15]=[CH:14][C:10]([C:11]([OH:13])=[O:12])=[CH:9][C:8]=1[C:16]([F:19])([F:18])[F:17].[CH3:20]C(=O)OCC. Product: [OH:6][C:7]1[CH:15]=[CH:14][C:10]([C:11]([O:13][CH3:20])=[O:12])=[CH:9][C:8]=1[C:16]([F:17])([F:18])[F:19]. The catalyst class is: 5. (2) Reactant: FC(F)(F)C(O)=O.[CH2:8]([O:12][C:13]1[N:21]=[C:20]2[C:16]([N:17]=[C:18]([O:22][CH3:23])[NH:19]2)=[C:15]([NH2:24])[N:14]=1)[CH2:9][CH2:10][CH3:11].C(=O)([O-])[O-].[K+].[K+].Br[CH2:32][CH:33]1[CH2:38][CH2:37][CH2:36][O:35][CH2:34]1. Product: [CH2:8]([O:12][C:13]1[N:21]=[C:20]2[C:16]([N:17]=[C:18]([O:22][CH3:23])[N:19]2[CH2:32][CH:33]2[CH2:38][CH2:37][CH2:36][O:35][CH2:34]2)=[C:15]([NH2:24])[N:14]=1)[CH2:9][CH2:10][CH3:11]. The catalyst class is: 9. (3) Reactant: [CH3:1][O:2][C:3]1[CH:43]=[CH:42][C:6]([CH2:7][N:8]2[C:12]3=[N:13][CH:14]=[CH:15][C:16]([O:17][C:18]4[CH:23]=[CH:22][C:21]([N:24]([C:33]5[CH:38]=[CH:37][C:36]([F:39])=[CH:35][CH:34]=5)[C:25]([C:27]5([C:30]([NH2:32])=[O:31])[CH2:29][CH2:28]5)=[O:26])=[CH:20][C:19]=4[F:40])=[C:11]3[C:10](I)=[N:9]2)=[CH:5][CH:4]=1.[CH3:44][N:45]1[CH2:50][CH2:49][N:48]([CH2:51][C:52]2[O:53][CH:54]=[C:55]([Sn](CCCC)(CCCC)CCCC)[CH:56]=2)[CH2:47][CH2:46]1.[Br:70][C:71]1[CH:72]=[C:73]([CH2:89][N:90]2[CH2:95][CH2:94][N:93]([CH3:96])[CH2:92][CH2:91]2)[O:74][C:75]=1[Sn](CCCC)(CCCC)CCCC. Product: [CH3:1][O:2][C:3]1[CH:43]=[CH:42][C:6]([CH2:7][N:8]2[C:12]3=[N:13][CH:14]=[CH:15][C:16]([O:17][C:18]4[CH:23]=[CH:22][C:21]([N:24]([C:33]5[CH:38]=[CH:37][C:36]([F:39])=[CH:35][CH:34]=5)[C:25]([C:27]5([C:30]([NH2:32])=[O:31])[CH2:29][CH2:28]5)=[O:26])=[CH:20][C:19]=4[F:40])=[C:11]3[C:10]([C:75]3[O:74][C:73]([CH2:89][N:90]4[CH2:95][CH2:94][N:93]([CH3:96])[CH2:92][CH2:91]4)=[CH:72][C:71]=3[Br:70])=[N:9]2)=[CH:5][CH:4]=1.[CH3:1][O:2][C:3]1[CH:43]=[CH:42][C:6]([CH2:7][N:8]2[C:12]3=[N:13][CH:14]=[CH:15][C:16]([O:17][C:18]4[CH:23]=[CH:22][C:21]([N:24]([C:33]5[CH:38]=[CH:37][C:36]([F:39])=[CH:35][CH:34]=5)[C:25]([C:27]5([C:30]([NH2:32])=[O:31])[CH2:29][CH2:28]5)=[O:26])=[CH:20][C:19]=4[F:40])=[C:11]3[C:10]([C:55]3[CH:56]=[C:52]([CH2:51][N:48]4[CH2:47][CH2:46][N:45]([CH3:44])[CH2:50][CH2:49]4)[O:53][CH:54]=3)=[N:9]2)=[CH:5][CH:4]=1. The catalyst class is: 184. (4) Product: [NH2:1][C:2]1[N:3]=[CH:4][C:5]2[S:10][C:9](=[S:11])[N:8]([C@@H:12]3[O:24][C@H:23]([CH2:25][OH:26])[C@H:18]([OH:19])[C@H:13]3[OH:14])[C:6]=2[N:7]=1. Reactant: [NH2:1][C:2]1[NH:3][C:4](=S)[C:5]2[S:10][C:9](=[S:11])[N:8]([C@@H:12]3[O:24][C@H:23]([CH2:25][O:26]C(=O)C)[C@H:18]([O:19]C(=O)C)[C@H:13]3[O:14]C(=O)C)[C:6]=2[N:7]=1.C([O-])([O-])=O.[K+].[K+].CC(O)=O. The catalyst class is: 5. (5) Product: [CH3:14][O:15][C:16]([NH:1][C@@H:2]([CH:3]([CH3:5])[CH3:4])[C:6]([OH:8])=[O:7])=[O:17]. The catalyst class is: 30. Reactant: [NH2:1][C@H:2]([C:6]([OH:8])=[O:7])[CH:3]([CH3:5])[CH3:4].C([O-])(O)=O.[Na+].[CH3:14][O:15][C:16](Cl)=[O:17].Cl. (6) Reactant: Br[CH2:2][C@@:3]([OH:17])([CH3:16])[C:4]([NH:6][C:7]1[CH:12]=[CH:11][C:10]([C:13]#[N:14])=[C:9]([CH3:15])[CH:8]=1)=[O:5].[OH-].[Na+]. Product: [C:13]([C:10]1[CH:11]=[CH:12][C:7]([NH:6][C:4]([C@@:3]2([CH3:16])[CH2:2][O:17]2)=[O:5])=[CH:8][C:9]=1[CH3:15])#[N:14]. The catalyst class is: 11. (7) Reactant: Br[C:2]1[C:7]([F:8])=[CH:6][C:5]([NH:9][C:10]2[N:14]=[C:13]([NH2:15])[NH:12][N:11]=2)=[CH:4][C:3]=1[Cl:16].[CH:17]([S:20]([C:23]1[CH:28]=[CH:27][C:26](B(O)O)=[CH:25][CH:24]=1)(=[O:22])=[O:21])([CH3:19])[CH3:18].C(=O)([O-])[O-].[Na+].[Na+].O. Product: [Cl:16][C:3]1[CH:4]=[C:5]([NH:9][C:10]2[N:14]=[C:13]([NH2:15])[NH:12][N:11]=2)[CH:6]=[C:7]([F:8])[C:2]=1[C:26]1[CH:25]=[CH:24][C:23]([S:20]([CH:17]([CH3:19])[CH3:18])(=[O:22])=[O:21])=[CH:28][CH:27]=1. The catalyst class is: 77.